Task: Predict the product of the given reaction.. Dataset: Forward reaction prediction with 1.9M reactions from USPTO patents (1976-2016) (1) Given the reactants [OH:1][B:2]1[C:6]2[CH:7]=[C:8]([O:12][CH:13]3[CH2:18][CH2:17][CH2:16][CH2:15][O:14]3)[CH:9]=[C:10]([OH:11])[C:5]=2[CH:4]([CH2:19][C:20]([O:22][CH2:23][CH3:24])=[O:21])[O:3]1.C([O-])([O-])=O.[K+].[K+].Br[CH:32]([CH3:34])[CH3:33], predict the reaction product. The product is: [OH:1][B:2]1[C:6]2[CH:7]=[C:8]([O:12][CH:13]3[CH2:18][CH2:17][CH2:16][CH2:15][O:14]3)[CH:9]=[C:10]([O:11][CH:32]([CH3:34])[CH3:33])[C:5]=2[CH:4]([CH2:19][C:20]([O:22][CH2:23][CH3:24])=[O:21])[O:3]1. (2) Given the reactants [Cl:1][C:2]1[CH:3]=[C:4]([C@@H:9]2[O:15][CH2:14][CH2:13][N:12]([C:16]([O:18][C:19]([CH3:22])([CH3:21])[CH3:20])=[O:17])[CH2:11][C@H:10]2[NH:23]C(OCC[Si](C)(C)C)=O)[CH:5]=[CH:6][C:7]=1[Cl:8].[F-].C([N+](CCCC)(CCCC)CCCC)CCC, predict the reaction product. The product is: [NH2:23][C@H:10]1[C@H:9]([C:4]2[CH:5]=[CH:6][C:7]([Cl:8])=[C:2]([Cl:1])[CH:3]=2)[O:15][CH2:14][CH2:13][N:12]([C:16]([O:18][C:19]([CH3:22])([CH3:21])[CH3:20])=[O:17])[CH2:11]1.